This data is from Cav3 T-type calcium channel HTS with 100,875 compounds. The task is: Binary Classification. Given a drug SMILES string, predict its activity (active/inactive) in a high-throughput screening assay against a specified biological target. (1) The drug is Clc1ccc(NC(=O)CSc2n(c(nn2)CNC(=O)c2sccc2)CC)cc1. The result is 0 (inactive). (2) The result is 0 (inactive). The molecule is S(c1n(c2c(OC)cccc2)cnn1)CC(=O)c1[nH]ccc1. (3) The drug is O1C(CN2CCC(CC2)c2[nH]c3c(n2)cc(c(c3)C)C)COc2c1cccc2. The result is 1 (active). (4) The molecule is S(=O)(=O)(N(c1c(cccc1C)C)CC(OC)=O)C. The result is 0 (inactive). (5) The molecule is o1c2c(n(CCC(=O)Nc3ccc(cc3)C)c1=O)cccc2. The result is 0 (inactive). (6) The molecule is Brc1ccc(NC(=O)CSc2n(Cc3occc3)c(nn2)Cc2sccc2)cc1. The result is 1 (active).